This data is from Forward reaction prediction with 1.9M reactions from USPTO patents (1976-2016). The task is: Predict the product of the given reaction. Given the reactants [CH3:1][Si:2]([CH3:7])([CH3:6])[CH2:3][CH2:4][OH:5].[Cl:8][C:9](Cl)([O:11]C(=O)OC(Cl)(Cl)Cl)Cl, predict the reaction product. The product is: [Cl:8][C:9]([O:5][CH2:4][CH2:3][Si:2]([CH3:7])([CH3:6])[CH3:1])=[O:11].